From a dataset of NCI-60 drug combinations with 297,098 pairs across 59 cell lines. Regression. Given two drug SMILES strings and cell line genomic features, predict the synergy score measuring deviation from expected non-interaction effect. Drug 1: CC1=C(C=C(C=C1)C(=O)NC2=CC(=CC(=C2)C(F)(F)F)N3C=C(N=C3)C)NC4=NC=CC(=N4)C5=CN=CC=C5. Drug 2: C1CNP(=O)(OC1)N(CCCl)CCCl. Cell line: KM12. Synergy scores: CSS=-1.50, Synergy_ZIP=1.23, Synergy_Bliss=0.447, Synergy_Loewe=-1.25, Synergy_HSA=-3.05.